This data is from Full USPTO retrosynthesis dataset with 1.9M reactions from patents (1976-2016). The task is: Predict the reactants needed to synthesize the given product. The reactants are: [F:1][C:2]([F:32])([F:31])[C:3]1[CH:8]=[CH:7][C:6]([C:9]2[C:10]([C:15]([NH:17][C:18]3[CH:19]=[C:20]([C:26]([O:28]CC)=[O:27])[N:21]([CH:23]([CH3:25])[CH3:24])[CH:22]=3)=[O:16])=[CH:11][CH:12]=[CH:13][CH:14]=2)=[CH:5][CH:4]=1.[OH-].[Na+].ClCCl.C(O)C. Given the product [F:32][C:2]([F:1])([F:31])[C:3]1[CH:4]=[CH:5][C:6]([C:9]2[C:10]([C:15]([NH:17][C:18]3[CH:19]=[C:20]([C:26]([OH:28])=[O:27])[N:21]([CH:23]([CH3:25])[CH3:24])[CH:22]=3)=[O:16])=[CH:11][CH:12]=[CH:13][CH:14]=2)=[CH:7][CH:8]=1, predict the reactants needed to synthesize it.